This data is from Forward reaction prediction with 1.9M reactions from USPTO patents (1976-2016). The task is: Predict the product of the given reaction. (1) The product is: [CH:31]1([NH:21][C:4]2[C:5]3[N:6]([C:8]([C:11]([NH:13][C:14]4[CH:19]=[CH:18][N:17]=[CH:16][C:15]=4[F:20])=[O:12])=[CH:9][N:10]=3)[N:7]=[C:2]([NH:41][CH:38]3[CH2:39][CH2:40][N:35]([CH3:34])[CH2:36][CH2:37]3)[CH:3]=2)[CH2:32][CH2:33]1. Given the reactants Cl[C:2]1[CH:3]=[C:4]([N:21]([CH:31]2[CH2:33][CH2:32]2)CC2C=CC(OC)=CC=2)[C:5]2[N:6]([C:8]([C:11]([NH:13][C:14]3[CH:19]=[CH:18][N:17]=[CH:16][C:15]=3[F:20])=[O:12])=[CH:9][N:10]=2)[N:7]=1.[CH3:34][N:35]1[CH2:40][CH2:39][CH:38]([NH2:41])[CH2:37][CH2:36]1.CN1C(=O)CCC1.C(O)(C(F)(F)F)=O, predict the reaction product. (2) Given the reactants [CH2:1]([NH:8][C:9]1[N:13]([CH3:14])[C:12]2[CH:15]=[CH:16][C:17]([N:19]([C:21]3[CH:26]=[CH:25][N:24]=[C:23]([Cl:27])[N:22]=3)[CH3:20])=[CH:18][C:11]=2[N:10]=1)[C:2]1[CH:7]=[CH:6][CH:5]=[CH:4][CH:3]=1.[NH2:28][C:29]1[CH:34]=[CH:33][C:32]([CH2:35][S:36]([NH2:39])(=[O:38])=[O:37])=[CH:31][CH:30]=1, predict the reaction product. The product is: [ClH:27].[CH2:1]([NH:8][C:9]1[N:13]([CH3:14])[C:12]2[CH:15]=[CH:16][C:17]([N:19]([CH3:20])[C:21]3[CH:26]=[CH:25][N:24]=[C:23]([NH:28][C:29]4[CH:34]=[CH:33][C:32]([CH2:35][S:36]([NH2:39])(=[O:37])=[O:38])=[CH:31][CH:30]=4)[N:22]=3)=[CH:18][C:11]=2[N:10]=1)[C:2]1[CH:7]=[CH:6][CH:5]=[CH:4][CH:3]=1. (3) Given the reactants [CH3:1][O:2][C:3]1[CH:8]=[C:7]([CH3:9])[C:6]([S:10]([N:13]([CH2:15][C:16]2[O:20][C:19]([C:21](OC)=[O:22])=[N:18][N:17]=2)[CH3:14])(=[O:12])=[O:11])=[C:5]([CH3:25])[CH:4]=1.[CH3:26][O:27][CH:28]1[CH2:33][CH2:32][N:31]([CH2:34][C:35]2[CH:40]=[CH:39][C:38]([CH2:41][NH:42][CH3:43])=[CH:37][CH:36]=2)[CH2:30][CH2:29]1.C[Al](C)C, predict the reaction product. The product is: [CH3:1][O:2][C:3]1[CH:4]=[C:5]([CH3:25])[C:6]([S:10]([N:13]([CH2:15][C:16]2[O:20][C:19]([C:21]([N:42]([CH2:41][C:38]3[CH:37]=[CH:36][C:35]([CH2:34][N:31]4[CH2:32][CH2:33][CH:28]([O:27][CH3:26])[CH2:29][CH2:30]4)=[CH:40][CH:39]=3)[CH3:43])=[O:22])=[N:18][N:17]=2)[CH3:14])(=[O:12])=[O:11])=[C:7]([CH3:9])[CH:8]=1. (4) Given the reactants [CH3:1][O:2][CH2:3][CH2:4][O:5][CH2:6][C:7]([OH:9])=O.[NH2:10][C:11]1[N:16]=[N:15][C:14]([N:17]2[CH2:22][CH2:21][N:20]([C:23]([C:25]3[CH:30]=[CH:29][CH:28]=[CH:27][C:26]=3[C:31]([F:34])([F:33])[F:32])=[O:24])[CH2:19][CH2:18]2)=[CH:13][CH:12]=1, predict the reaction product. The product is: [CH3:1][O:2][CH2:3][CH2:4][O:5][CH2:6][C:7]([NH:10][C:11]1[N:16]=[N:15][C:14]([N:17]2[CH2:18][CH2:19][N:20]([C:23](=[O:24])[C:25]3[CH:30]=[CH:29][CH:28]=[CH:27][C:26]=3[C:31]([F:34])([F:33])[F:32])[CH2:21][CH2:22]2)=[CH:13][CH:12]=1)=[O:9]. (5) Given the reactants [F:1][C:2]([F:42])([F:41])[CH2:3][CH2:4][CH2:5][C:6]([NH:8][N:9]([C:17]1[CH:22]=[C:21]([C:23]2[CH2:27][C:26]([C:32]3[CH:37]=[C:36]([Cl:38])[CH:35]=[C:34]([Cl:39])[CH:33]=3)([C:28]([F:31])([F:30])[F:29])[O:25][N:24]=2)[CH:20]=[CH:19][C:18]=1[Cl:40])C(OC(C)(C)C)=O)=[O:7].FC(F)(F)C(O)=O, predict the reaction product. The product is: [Cl:40][C:18]1[CH:19]=[CH:20][C:21]([C:23]2[CH2:27][C:26]([C:32]3[CH:37]=[C:36]([Cl:38])[CH:35]=[C:34]([Cl:39])[CH:33]=3)([C:28]([F:30])([F:29])[F:31])[O:25][N:24]=2)=[CH:22][C:17]=1[NH:9][NH:8][C:6](=[O:7])[CH2:5][CH2:4][CH2:3][C:2]([F:42])([F:41])[F:1]. (6) Given the reactants [C:1]([O:5][C:6]([N:8]1[C@H:12]([CH:13]=[O:14])[CH2:11][C@@H:10]([CH:15]([CH3:17])[CH3:16])[C@@H:9]1[C:18]1[CH:23]=[CH:22][C:21]([O:24][CH3:25])=[C:20]([O:26][CH2:27][CH2:28][CH2:29][O:30][CH3:31])[CH:19]=1)=[O:7])([CH3:4])([CH3:3])[CH3:2].Br[CH2:33][C@@H:34]([CH:44]([CH3:46])[CH3:45])[CH2:35][O:36][CH2:37][C:38]1[CH:43]=[CH:42][CH:41]=[CH:40][CH:39]=1.[Mg].BrCCBr.[Cl-].[NH4+], predict the reaction product. The product is: [C:1]([O:5][C:6]([N:8]1[C@H:12]([C@@H:13]([OH:14])[CH2:33][C@H:34]([CH2:35][O:36][CH2:37][C:38]2[CH:43]=[CH:42][CH:41]=[CH:40][CH:39]=2)[CH:44]([CH3:45])[CH3:46])[CH2:11][C@@H:10]([CH:15]([CH3:17])[CH3:16])[C@@H:9]1[C:18]1[CH:23]=[CH:22][C:21]([O:24][CH3:25])=[C:20]([O:26][CH2:27][CH2:28][CH2:29][O:30][CH3:31])[CH:19]=1)=[O:7])([CH3:4])([CH3:3])[CH3:2]. (7) Given the reactants [Na].C(O)C.Cl.[CH:6]1([NH:11][C:12]([NH2:14])=[NH:13])[CH2:10][CH2:9][CH2:8][CH2:7]1.[Cl:15][C:16]1[N:21]2[N:22]=[C:23]([C:30]3[CH:35]=[CH:34][C:33]([F:36])=[CH:32][CH:31]=3)[C:24]([C:25](=O)[C:26]#[C:27][CH3:28])=[C:20]2[CH:19]=[CH:18][CH:17]=1, predict the reaction product. The product is: [Cl:15][C:16]1[N:21]2[N:22]=[C:23]([C:30]3[CH:31]=[CH:32][C:33]([F:36])=[CH:34][CH:35]=3)[C:24]([C:25]3[CH:26]=[C:27]([CH3:28])[N:14]=[C:12]([NH:11][CH:6]4[CH2:10][CH2:9][CH2:8][CH2:7]4)[N:13]=3)=[C:20]2[CH:19]=[CH:18][CH:17]=1.